This data is from Catalyst prediction with 721,799 reactions and 888 catalyst types from USPTO. The task is: Predict which catalyst facilitates the given reaction. (1) Reactant: C1(P(C2C=CC=CC=2)C2C=CC=CC=2)C=CC=CC=1.[Br:20]Br.[CH3:22][O:23][CH2:24][C:25]1[N:29]=[C:28]([C:30]2[CH:35]=[CH:34][CH:33]=[CH:32][C:31]=2[CH2:36]O)[O:27][N:26]=1. Product: [Br:20][CH2:36][C:31]1[CH:32]=[CH:33][CH:34]=[CH:35][C:30]=1[C:28]1[O:27][N:26]=[C:25]([CH2:24][O:23][CH3:22])[N:29]=1. The catalyst class is: 2. (2) Reactant: Cl.[S:2]1[CH:6]=[CH:5][CH:4]=[C:3]1[CH2:7][O:8][CH:9]1[CH2:12][NH:11][CH2:10]1.CCN=C=NCCCN(C)C.C1C=CC2N(O)N=NC=2C=1.C(N(C(C)C)CC)(C)C.Cl.[CH3:44][O:45][C:46]1[CH:69]=[CH:68][C:49]([CH2:50][N:51]2[CH2:57][C:56]3[CH:58]=[C:59](/[CH:62]=[CH:63]/[C:64](O)=[O:65])[CH:60]=[N:61][C:55]=3[NH:54][C:53](=[O:67])[CH2:52]2)=[CH:48][CH:47]=1. Product: [CH3:44][O:45][C:46]1[CH:69]=[CH:68][C:49]([CH2:50][N:51]2[CH2:57][C:56]3[CH:58]=[C:59](/[CH:62]=[CH:63]/[C:64](=[O:65])[N:11]4[CH2:12][CH:9]([O:8][CH2:7][C:3]5[S:2][CH:6]=[CH:5][CH:4]=5)[CH2:10]4)[CH:60]=[N:61][C:55]=3[NH:54][C:53](=[O:67])[CH2:52]2)=[CH:48][CH:47]=1. The catalyst class is: 255. (3) Reactant: I[CH:2]([C:8](=O)[C:9]1[N:14]=[CH:13][CH:12]=[CH:11][N:10]=1)[C:3]([O:5][CH2:6][CH3:7])=[O:4].[NH2:16][C:17]([NH2:19])=[S:18]. Product: [NH2:19][C:17]1[S:18][C:2]([C:3]([O:5][CH2:6][CH3:7])=[O:4])=[C:8]([C:9]2[N:14]=[CH:13][CH:12]=[CH:11][N:10]=2)[N:16]=1. The catalyst class is: 14.